From a dataset of Full USPTO retrosynthesis dataset with 1.9M reactions from patents (1976-2016). Predict the reactants needed to synthesize the given product. (1) Given the product [Cl:20][CH2:13][C:14]1[N:18]=[C:1]([C:3]2[CH:12]=[CH:11][C:6]([C:7]([O:9][CH3:10])=[O:8])=[CH:5][CH:4]=2)[O:2][C:15]=1[CH3:16], predict the reactants needed to synthesize it. The reactants are: [CH:1]([C:3]1[CH:12]=[CH:11][C:6]([C:7]([O:9][CH3:10])=[O:8])=[CH:5][CH:4]=1)=[O:2].[CH3:13][C:14](=[N:18]O)[C:15](=O)[CH3:16].[ClH:20].C(OCC)(=O)C. (2) Given the product [NH2:1][C:4]1[CH:5]=[CH:6][C:7]([NH:10][CH2:11][CH2:12][OH:13])=[N:8][CH:9]=1, predict the reactants needed to synthesize it. The reactants are: [N+:1]([C:4]1[CH:5]=[CH:6][C:7]([NH:10][CH2:11][CH2:12][OH:13])=[N:8][CH:9]=1)([O-])=O. (3) Given the product [CH3:22][C:23]1([CH3:34])[C:31]2[C:26](=[CH:27][C:28]([CH3:33])=[C:29]([O:32][C:36]3[S:37][CH:38]=[C:39]([C:41]([O:43][CH2:44][CH3:45])=[O:42])[N:40]=3)[CH:30]=2)[CH2:25][CH2:24]1, predict the reactants needed to synthesize it. The reactants are: C(C1C=C(C=CC=1)OC1OC=C(C(OCC)=O)N=1)(C)(C)C.[CH3:22][C:23]1([CH3:34])[C:31]2[C:26](=[CH:27][C:28]([CH3:33])=[C:29]([OH:32])[CH:30]=2)[CH2:25][CH2:24]1.Cl[C:36]1[S:37][CH:38]=[C:39]([C:41]([O:43][CH2:44][CH3:45])=[O:42])[N:40]=1. (4) Given the product [C:5]([OH:7])(=[O:6])[C:4]1[CH:8]=[CH:9][CH:10]=[CH:2][CH:3]=1, predict the reactants needed to synthesize it. The reactants are: N[C:2]1[CH:3]=[C:4]([CH:8]=[C:9](N)[CH:10]=1)[C:5]([OH:7])=[O:6].C(N(CC)C(C)C)(C)C. (5) Given the product [Cl:31][C:28]1[N:27]=[CH:26][C:25]([N:16]2[C:15]3[N:32]4[CH:33]=[C:9]([NH:8][C:5](=[O:7])[CH3:6])[CH:10]=[CH:11][C:12]4=[N:13][C:14]=3[C:23]3[C:18](=[CH:19][CH:20]=[CH:21][CH:22]=3)[C:17]2=[O:24])=[CH:30][CH:29]=1, predict the reactants needed to synthesize it. The reactants are: C(O[C:5](=[O:7])[CH3:6])(=O)C.[NH2:8][C:9]1[CH:10]=[CH:11][C:12]2[N:32]([CH:33]=1)[C:15]1[N:16]([C:25]3[CH:26]=[N:27][C:28]([Cl:31])=[CH:29][CH:30]=3)[C:17](=[O:24])[C:18]3[C:23]([C:14]=1[N:13]=2)=[CH:22][CH:21]=[CH:20][CH:19]=3.C(N(CC)CC)C. (6) Given the product [CH3:20][C:21]1[N:25]([C:26]2[CH:27]=[CH:28][C:29]([S:32]([CH3:35])(=[O:34])=[O:33])=[CH:30][CH:31]=2)[N:24]=[CH:23][C:22]=1[N+:36]([O-:38])=[O:37].[CH3:1][C:2]1[C:6]([N+:7]([O-:9])=[O:8])=[CH:5][N:4]([C:10]2[CH:11]=[CH:12][C:13]([S:16]([CH3:19])(=[O:18])=[O:17])=[CH:14][CH:15]=2)[N:3]=1, predict the reactants needed to synthesize it. The reactants are: [CH3:1][C:2]1[C:6]([N+:7]([O-:9])=[O:8])=[CH:5][N:4]([C:10]2[CH:15]=[CH:14][C:13]([S:16]([CH3:19])(=[O:18])=[O:17])=[CH:12][CH:11]=2)[N:3]=1.[CH3:20][C:21]1[N:25]([C:26]2[CH:31]=[CH:30][C:29]([S:32]([CH3:35])(=[O:34])=[O:33])=[CH:28][CH:27]=2)[N:24]=[CH:23][C:22]=1[N+:36]([O-:38])=[O:37]. (7) Given the product [CH2:1]([O:8][C:9]1[CH:14]=[CH:13][C:12]([C:24]2([OH:36])[CH2:25][CH2:26][CH:27]([CH2:30][OH:31])[CH:28]([CH3:29])[CH:23]2[CH2:21][CH3:22])=[CH:11][CH:10]=1)[C:2]1[CH:7]=[CH:6][CH:5]=[CH:4][CH:3]=1, predict the reactants needed to synthesize it. The reactants are: [CH2:1]([O:8][C:9]1[CH:14]=[CH:13][C:12](I)=[CH:11][CH:10]=1)[C:2]1[CH:7]=[CH:6][CH:5]=[CH:4][CH:3]=1.C([Mg]Cl)(C)C.[CH2:21]([CH:23]1[CH:28]([CH3:29])[CH:27]([CH2:30][O:31][Si](C)(C)C)[CH2:26][CH2:25][C:24]1=[O:36])[CH3:22].Cl.